Dataset: Full USPTO retrosynthesis dataset with 1.9M reactions from patents (1976-2016). Task: Predict the reactants needed to synthesize the given product. (1) The reactants are: [CH3:1][N:2]([C:9]1[CH:14]=[CH:13][C:12]([C@@H:15]2[O:20][CH2:19][CH2:18][N:17]([C@@H](C3C=CC=CC=3)C)[CH2:16]2)=[CH:11][CH:10]=1)[C:3]1[CH:8]=[CH:7][CH:6]=[CH:5][N:4]=1.C([O-])=O.[NH4+].CO.O. Given the product [CH3:1][N:2]([C:9]1[CH:10]=[CH:11][C:12]([C@@H:15]2[O:20][CH2:19][CH2:18][NH:17][CH2:16]2)=[CH:13][CH:14]=1)[C:3]1[CH:8]=[CH:7][CH:6]=[CH:5][N:4]=1, predict the reactants needed to synthesize it. (2) Given the product [Br:19][C:14]1[CH:13]=[C:12]([N:11]2[C:10](=[O:20])[O:9][N:8]=[C:7]2[C:3]2[C:2]([NH:1][C:31]([CH:28]3[CH2:27][CH2:26][N:25]([C:23](=[O:24])[C:22]([F:35])([F:21])[F:34])[CH2:30][CH2:29]3)=[O:32])=[N:6][O:5][N:4]=2)[CH:17]=[CH:16][C:15]=1[F:18], predict the reactants needed to synthesize it. The reactants are: [NH2:1][C:2]1[C:3]([C:7]2[N:11]([C:12]3[CH:17]=[CH:16][C:15]([F:18])=[C:14]([Br:19])[CH:13]=3)[C:10](=[O:20])[O:9][N:8]=2)=[N:4][O:5][N:6]=1.[F:21][C:22]([F:35])([F:34])[C:23]([N:25]1[CH2:30][CH2:29][CH:28]([C:31](Cl)=[O:32])[CH2:27][CH2:26]1)=[O:24]. (3) Given the product [C:1]1([S:7]([CH:10]([C:12]2[CH:13]=[C:14]3[C:18](=[CH:19][CH:20]=2)[NH:17][C:16]2=[N+:21]([O-:30])[CH:22]=[CH:23][CH:24]=[C:15]32)[CH3:11])(=[O:8])=[O:9])[CH:2]=[CH:3][CH:4]=[CH:5][CH:6]=1, predict the reactants needed to synthesize it. The reactants are: [C:1]1([S:7]([CH:10]([C:12]2[CH:13]=[C:14]3[C:18](=[CH:19][CH:20]=2)[NH:17][C:16]2[N:21]=[CH:22][CH:23]=[CH:24][C:15]3=2)[CH3:11])(=[O:9])=[O:8])[CH:6]=[CH:5][CH:4]=[CH:3][CH:2]=1.OO.O.CC[O:30]C(C)=O. (4) The reactants are: [C:1]([N:11]1[CH2:19][CH2:18][CH2:17][C@@H:13](C(O)=O)[CH2:12]1)([O:3][CH2:4][C:5]1[CH:10]=[CH:9][CH:8]=[CH:7][CH:6]=1)=[O:2].[C:20]([OH:24])([CH3:23])([CH3:22])[CH3:21].C([N:27]([CH2:30]C)CC)C.C1C=CC(P(N=[N+]=[N-])(C2C=CC=CC=2)=[O:39])=CC=1. Given the product [CH2:4]([O:3][C:1]([N:11]1[CH2:19][CH2:18][CH2:17][CH:13]([NH:27][C:30]([O:24][C:20]([CH3:23])([CH3:22])[CH3:21])=[O:39])[CH2:12]1)=[O:2])[C:5]1[CH:6]=[CH:7][CH:8]=[CH:9][CH:10]=1, predict the reactants needed to synthesize it.